From a dataset of Full USPTO retrosynthesis dataset with 1.9M reactions from patents (1976-2016). Predict the reactants needed to synthesize the given product. (1) Given the product [C:1]([NH:4][C:5]1[CH:13]=[CH:12][CH:11]=[C:10]2[C:6]=1[CH:7]=[C:8]([CH3:20])[N:9]2[CH2:14][C:15]([OH:17])=[O:16])(=[O:3])[CH3:2], predict the reactants needed to synthesize it. The reactants are: [C:1]([NH:4][C:5]1[CH:13]=[CH:12][CH:11]=[C:10]2[C:6]=1[CH:7]=[C:8]([CH3:20])[N:9]2[CH2:14][C:15]([O:17]CC)=[O:16])(=[O:3])[CH3:2].[OH-].[Na+].Cl. (2) Given the product [S:11]([N:4]1[C:5]2=[N:6][CH:7]=[CH:8][CH:9]=[C:10]2[C:2]([C:26]2[CH:27]=[CH:28][C:23]([CH:21]=[O:22])=[CH:24][CH:25]=2)=[CH:3]1)([C:14]1[CH:20]=[CH:19][C:17]([CH3:18])=[CH:16][CH:15]=1)(=[O:13])=[O:12], predict the reactants needed to synthesize it. The reactants are: Br[C:2]1[C:10]2[C:5](=[N:6][CH:7]=[CH:8][CH:9]=2)[N:4]([S:11]([C:14]2[CH:20]=[CH:19][C:17]([CH3:18])=[CH:16][CH:15]=2)(=[O:13])=[O:12])[CH:3]=1.[CH:21]([C:23]1[CH:28]=[CH:27][C:26](B(O)O)=[CH:25][CH:24]=1)=[O:22].C([O-])([O-])=O.[K+].[K+].O1CCOCC1. (3) Given the product [CH2:8]([NH:1][C:2]([CH3:6])([CH3:5])[CH2:3][OH:4])[CH2:9][CH2:10][CH3:11], predict the reactants needed to synthesize it. The reactants are: [NH2:1][C:2]([CH3:6])([CH3:5])[CH2:3][OH:4].Br[CH2:8][CH2:9][CH2:10][CH3:11].Cl. (4) Given the product [CH3:1][O:2][C:3]1[C:4]([CH3:34])=[C:5]([C:25]([O:32][CH3:33])=[C:26]([O:30][CH3:31])[C:27]=1[O:28][CH3:29])[CH2:6][C:7]1[C:8]([OH:17])=[C:9]([CH:14]=[CH:15][CH:16]=1)[C:10]([O:12][CH3:13])=[O:11], predict the reactants needed to synthesize it. The reactants are: [CH3:1][O:2][C:3]1[C:4]([CH3:34])=[C:5]([C:25]([O:32][CH3:33])=[C:26]([O:30][CH3:31])[C:27]=1[O:28][CH3:29])[CH2:6][C:7]1[C:8]([O:17]CC2C=CC=CC=2)=[C:9]([CH:14]=[CH:15][CH:16]=1)[C:10]([O:12][CH3:13])=[O:11].[H][H]. (5) The reactants are: [CH2:1]1[C:6]2([CH2:11][CH2:10][NH:9][CH2:8][CH2:7]2)[CH2:5][CH2:4][N:3]([C:12]([O:14][C:15]([CH3:18])([CH3:17])[CH3:16])=[O:13])[CH2:2]1.[CH:19](=O)[CH2:20][CH2:21][CH3:22].C(O)(=O)C.C(O[BH-](OC(=O)C)OC(=O)C)(=O)C.[Na+]. Given the product [CH2:19]([N:9]1[CH2:10][CH2:11][C:6]2([CH2:1][CH2:2][N:3]([C:12]([O:14][C:15]([CH3:18])([CH3:17])[CH3:16])=[O:13])[CH2:4][CH2:5]2)[CH2:7][CH2:8]1)[CH2:20][CH2:21][CH3:22], predict the reactants needed to synthesize it. (6) Given the product [CH3:17][NH:18][C:4]([C:6]1[N:7]([CH3:16])[C:8]2[C:13]([CH:14]=1)=[CH:12][C:11]([Cl:15])=[CH:10][CH:9]=2)=[O:3], predict the reactants needed to synthesize it. The reactants are: C([O:3][C:4]([C:6]1[N:7]([CH3:16])[C:8]2[C:13]([CH:14]=1)=[CH:12][C:11]([Cl:15])=[CH:10][CH:9]=2)=O)C.[CH3:17][N:18](C)O. (7) Given the product [NH2:8][C:9]1[C:10]([F:36])=[CH:11][C:12]([F:35])=[C:13]([N:15]2[C:24]3[C:19](=[CH:20][CH:21]=[C:22]([C:25]4[C:26]([CH3:31])=[N:27][O:28][C:29]=4[CH3:30])[CH:23]=3)[C:18](=[O:32])[CH:17]=[C:16]2[CH2:33][CH3:34])[CH:14]=1, predict the reactants needed to synthesize it. The reactants are: C(OC([NH:8][C:9]1[C:10]([F:36])=[CH:11][C:12]([F:35])=[C:13]([N:15]2[C:24]3[C:19](=[CH:20][CH:21]=[C:22]([C:25]4[C:26]([CH3:31])=[N:27][O:28][C:29]=4[CH3:30])[CH:23]=3)[C:18](=[O:32])[CH:17]=[C:16]2[CH2:33][CH3:34])[CH:14]=1)=O)(C)(C)C.Cl.C(Cl)(Cl)Cl.C(=O)(O)[O-].[Na+].